Dataset: Full USPTO retrosynthesis dataset with 1.9M reactions from patents (1976-2016). Task: Predict the reactants needed to synthesize the given product. (1) Given the product [C:36]([O:40][C:41]([NH:43][C:44]1[S:48][C:47]([C:49]2[C:54]([F:85])=[CH:53][CH:52]=[CH:51][C:50]=2[F:55])=[N:46][C:45]=1[C:56]([NH:15][C:14]1[CH:13]=[N:12][N:11]([CH3:18])[C:10]=1[CH:7]1[CH2:6][CH2:5][CH:4]([NH:19][C:20](=[O:26])[O:21][C:22]([CH3:25])([CH3:24])[CH3:23])[CH:3]([O:2][CH3:1])[CH2:9][CH2:8]1)=[O:58])=[O:42])([CH3:37])([CH3:38])[CH3:39], predict the reactants needed to synthesize it. The reactants are: [CH3:1][O:2][CH:3]1[CH2:9][CH:8]=[C:7]([C:10]2[N:11]([CH3:18])[N:12]=[CH:13][C:14]=2[N+:15]([O-])=O)[CH2:6][CH2:5][CH:4]1[NH:19][C:20](=[O:26])[O:21][C:22]([CH3:25])([CH3:24])[CH3:23].CCN(C(C)C)C(C)C.[C:36]([O:40][C:41]([NH:43][C:44]1[S:48][C:47]([C:49]2[CH:54]=[CH:53][CH:52]=[CH:51][C:50]=2[F:55])=[N:46][C:45]=1[C:56]([OH:58])=O)=[O:42])([CH3:39])([CH3:38])[CH3:37].C1CN([P+](ON2N=NC3C=CC=CC2=3)(N2CCCC2)N2CCCC2)CC1.[F:85][P-](F)(F)(F)(F)F. (2) Given the product [I:25][CH2:28][CH2:29][S:30][C:31]1[CH:36]=[CH:35][C:34]([N+:37]([O-:39])=[O:38])=[CH:33][C:32]=1[NH:40][CH:41]1[CH2:46][CH2:45][N:44]([C:47]([O:49][C:50]([CH3:53])([CH3:52])[CH3:51])=[O:48])[CH2:43][CH2:42]1, predict the reactants needed to synthesize it. The reactants are: C1(P(C2C=CC=CC=2)C2C=CC=CC=2)C=CC=CC=1.N1C=CN=C1.[I:25]I.O[CH2:28][CH2:29][S:30][C:31]1[CH:36]=[CH:35][C:34]([N+:37]([O-:39])=[O:38])=[CH:33][C:32]=1[NH:40][CH:41]1[CH2:46][CH2:45][N:44]([C:47]([O:49][C:50]([CH3:53])([CH3:52])[CH3:51])=[O:48])[CH2:43][CH2:42]1. (3) Given the product [CH2:1]([N:8]1[C:12]([CH3:13])=[C:11]([I:14])[CH:10]=[C:9]1[C:15]([NH2:20])=[O:17])[C:2]1[CH:7]=[CH:6][CH:5]=[CH:4][CH:3]=1, predict the reactants needed to synthesize it. The reactants are: [CH2:1]([N:8]1[C:12]([CH3:13])=[C:11]([I:14])[CH:10]=[C:9]1[C:15]([OH:17])=O)[C:2]1[CH:7]=[CH:6][CH:5]=[CH:4][CH:3]=1.C(N1C=CN=C1)([N:20]1C=CN=C1)=O.[OH-].[NH4+]. (4) Given the product [CH2:29]([O:36][N:39]=[C:2]([C:4]1[CH:27]=[CH:26][C:7]([CH2:8][NH:9][C:10](=[O:25])[CH2:11][CH2:12][C:13]2[CH:18]=[CH:17][C:16]([O:19][CH2:20][C:21]#[CH:22])=[C:15]([O:23][CH3:24])[CH:14]=2)=[CH:6][CH:5]=1)[CH3:1])[C:30]1[CH:31]=[CH:32][CH:33]=[CH:34][CH:35]=1, predict the reactants needed to synthesize it. The reactants are: [CH3:1][C:2]([C:4]1[CH:27]=[CH:26][C:7]([CH2:8][NH:9][C:10](=[O:25])[CH2:11][CH2:12][C:13]2[CH:18]=[CH:17][C:16]([O:19][CH2:20][C:21]#[CH:22])=[C:15]([O:23][CH3:24])[CH:14]=2)=[CH:6][CH:5]=1)=O.Cl.[CH2:29]([O:36]ON)[C:30]1[CH:35]=[CH:34][CH:33]=[CH:32][CH:31]=1.[N:39]1C=CC=CC=1.C(O)C. (5) Given the product [CH:28]1([C:31]2[CH:36]=[C:35]([CH2:37][N:17]3[CH2:16][C:15]4([CH2:26][C:12]([N:9]5[CH2:8][CH2:7][C:6]([CH3:27])([C:4]([O:3][CH2:1][CH3:2])=[O:5])[CH2:11][CH2:10]5)=[N:13][O:14]4)[CH2:18]3)[CH:34]=[C:33]([O:39][CH2:40][CH2:41][CH2:42][O:43][CH3:44])[C:32]=2[C:45]2[CH:50]=[CH:49][C:48]([F:51])=[CH:47][CH:46]=2)[CH2:29][CH2:30]1, predict the reactants needed to synthesize it. The reactants are: [CH2:1]([O:3][C:4]([C:6]1([CH3:27])[CH2:11][CH2:10][N:9]([C:12]2[CH2:26][C:15]3([CH2:18][N:17](C(OC(C)(C)C)=O)[CH2:16]3)[O:14][N:13]=2)[CH2:8][CH2:7]1)=[O:5])[CH3:2].[CH:28]1([C:31]2[CH:36]=[C:35]([CH:37]=O)[CH:34]=[C:33]([O:39][CH2:40][CH2:41][CH2:42][O:43][CH3:44])[C:32]=2[C:45]2[CH:50]=[CH:49][C:48]([F:51])=[CH:47][CH:46]=2)[CH2:30][CH2:29]1. (6) Given the product [F:7][C:8]1[CH:13]=[CH:12][CH:11]=[CH:10][C:9]=1[C:18]1[CH:30]=[CH:29][C:21]([C:22]([O:24][C:25]([CH3:27])([CH3:26])[CH3:28])=[O:23])=[C:20]([NH:31][C:32]([C:34]2[CH:35]=[N:36][CH:37]=[C:38]([C:40]3[CH:45]=[CH:44][CH:43]=[CH:42][CH:41]=3)[CH:39]=2)=[O:33])[CH:19]=1, predict the reactants needed to synthesize it. The reactants are: C(=O)([O-])[O-].[Na+].[Na+].[F:7][C:8]1[CH:13]=[CH:12][CH:11]=[CH:10][C:9]=1B(O)O.Br[C:18]1[CH:30]=[CH:29][C:21]([C:22]([O:24][C:25]([CH3:28])([CH3:27])[CH3:26])=[O:23])=[C:20]([NH:31][C:32]([C:34]2[CH:35]=[N:36][CH:37]=[C:38]([C:40]3[CH:45]=[CH:44][CH:43]=[CH:42][CH:41]=3)[CH:39]=2)=[O:33])[CH:19]=1.C(O)(=O)CC(CC(O)=O)(C(O)=O)O. (7) Given the product [C:32]([O:36][C:37]([N:39]1[C@H:40]([C:45](=[O:57])[NH:46][C@:47]2([C:52]([O:54][CH2:55][CH3:56])=[O:53])[CH2:49][C@H:48]2[CH:50]=[CH2:51])[CH2:41][C@@H:42]([O:44][C:6]([N:18]2[CH2:17][C:16]3[C:20](=[CH:21][CH:22]=[CH:23][C:15]=3[F:14])[CH2:19]2)=[O:7])[CH2:43]1)=[O:38])([CH3:35])([CH3:33])[CH3:34], predict the reactants needed to synthesize it. The reactants are: C1N=CN([C:6](N2C=NC=C2)=[O:7])C=1.Cl.[F:14][C:15]1[CH:23]=[CH:22][CH:21]=[C:20]2[C:16]=1[CH2:17][NH:18][CH2:19]2.C1(C)C=CC=CC=1.Cl.[C:32]([O:36][C:37]([N:39]1[CH2:43][C@H:42]([OH:44])[CH2:41][C@H:40]1[C:45](=[O:57])[NH:46][C@:47]1([C:52]([O:54][CH2:55][CH3:56])=[O:53])[CH2:49][C@H:48]1[CH:50]=[CH2:51])=[O:38])([CH3:35])([CH3:34])[CH3:33]. (8) Given the product [CH:1]([NH:4][C:5]([N:7]1[C:15]2[C:10](=[CH:11][C:12]([C:16]([F:18])([F:19])[F:17])=[CH:13][CH:14]=2)[C:9]([NH:20][CH2:21][C:22](=[O:28])[NH:23][CH:24]2[CH2:25][N:26]([CH:38]3[CH2:37][CH2:36][CH:35]([C:29]4[CH:34]=[CH:33][CH:32]=[CH:31][CH:30]=4)[CH2:40][CH2:39]3)[CH2:27]2)=[N:8]1)=[O:6])([CH3:3])[CH3:2], predict the reactants needed to synthesize it. The reactants are: [CH:1]([NH:4][C:5]([N:7]1[C:15]2[C:10](=[CH:11][C:12]([C:16]([F:19])([F:18])[F:17])=[CH:13][CH:14]=2)[C:9]([NH:20][CH2:21][C:22](=[O:28])[NH:23][CH:24]2[CH2:27][NH:26][CH2:25]2)=[N:8]1)=[O:6])([CH3:3])[CH3:2].[C:29]1([CH:35]2[CH2:40][CH2:39][C:38](=O)[CH2:37][CH2:36]2)[CH:34]=[CH:33][CH:32]=[CH:31][CH:30]=1.